Dataset: NCI-60 drug combinations with 297,098 pairs across 59 cell lines. Task: Regression. Given two drug SMILES strings and cell line genomic features, predict the synergy score measuring deviation from expected non-interaction effect. (1) Drug 1: CN(C)N=NC1=C(NC=N1)C(=O)N. Drug 2: CC1C(C(CC(O1)OC2CC(CC3=C2C(=C4C(=C3O)C(=O)C5=CC=CC=C5C4=O)O)(C(=O)C)O)N)O. Cell line: RXF 393. Synergy scores: CSS=50.3, Synergy_ZIP=-4.82, Synergy_Bliss=-4.43, Synergy_Loewe=-27.5, Synergy_HSA=-1.35. (2) Drug 1: C1=CC(=CC=C1C#N)C(C2=CC=C(C=C2)C#N)N3C=NC=N3. Drug 2: C(CC(=O)O)C(=O)CN.Cl. Cell line: SNB-19. Synergy scores: CSS=6.65, Synergy_ZIP=-3.31, Synergy_Bliss=1.01, Synergy_Loewe=-0.363, Synergy_HSA=0.429. (3) Drug 1: C1=CC(=CC=C1CC(C(=O)O)N)N(CCCl)CCCl.Cl. Drug 2: CC1CCC2CC(C(=CC=CC=CC(CC(C(=O)C(C(C(=CC(C(=O)CC(OC(=O)C3CCCCN3C(=O)C(=O)C1(O2)O)C(C)CC4CCC(C(C4)OC)OCCO)C)C)O)OC)C)C)C)OC. Cell line: HCT-15. Synergy scores: CSS=27.4, Synergy_ZIP=-5.79, Synergy_Bliss=3.85, Synergy_Loewe=-6.76, Synergy_HSA=3.10. (4) Drug 1: C1CCN(CC1)CCOC2=CC=C(C=C2)C(=O)C3=C(SC4=C3C=CC(=C4)O)C5=CC=C(C=C5)O. Drug 2: CC1CCCC2(C(O2)CC(NC(=O)CC(C(C(=O)C(C1O)C)(C)C)O)C(=CC3=CSC(=N3)C)C)C. Cell line: NCIH23. Synergy scores: CSS=-4.31, Synergy_ZIP=1.95, Synergy_Bliss=-1.82, Synergy_Loewe=-12.4, Synergy_HSA=-7.47. (5) Drug 1: C1=C(C(=O)NC(=O)N1)F. Drug 2: CC1C(C(=O)NC(C(=O)N2CCCC2C(=O)N(CC(=O)N(C(C(=O)O1)C(C)C)C)C)C(C)C)NC(=O)C3=C4C(=C(C=C3)C)OC5=C(C(=O)C(=C(C5=N4)C(=O)NC6C(OC(=O)C(N(C(=O)CN(C(=O)C7CCCN7C(=O)C(NC6=O)C(C)C)C)C)C(C)C)C)N)C. Cell line: IGROV1. Synergy scores: CSS=37.2, Synergy_ZIP=5.41, Synergy_Bliss=9.69, Synergy_Loewe=9.17, Synergy_HSA=9.17. (6) Drug 1: CCCCCOC(=O)NC1=NC(=O)N(C=C1F)C2C(C(C(O2)C)O)O. Drug 2: B(C(CC(C)C)NC(=O)C(CC1=CC=CC=C1)NC(=O)C2=NC=CN=C2)(O)O. Cell line: HL-60(TB). Synergy scores: CSS=59.2, Synergy_ZIP=1.65, Synergy_Bliss=1.40, Synergy_Loewe=-56.3, Synergy_HSA=-0.776. (7) Drug 1: C1=CC(=CC=C1C#N)C(C2=CC=C(C=C2)C#N)N3C=NC=N3. Drug 2: CCC1(CC2CC(C3=C(CCN(C2)C1)C4=CC=CC=C4N3)(C5=C(C=C6C(=C5)C78CCN9C7C(C=CC9)(C(C(C8N6C)(C(=O)OC)O)OC(=O)C)CC)OC)C(=O)OC)O.OS(=O)(=O)O. Cell line: SN12C. Synergy scores: CSS=-7.77, Synergy_ZIP=3.40, Synergy_Bliss=0.0375, Synergy_Loewe=-11.9, Synergy_HSA=-11.0.